From a dataset of Reaction yield outcomes from USPTO patents with 853,638 reactions. Predict the reaction yield, written as a fraction of the theoretical maximum amount of product (1.0 means a 100% yield; for example, 0.34 means a 34% yield). (1) The reactants are [CH3:1][O:2][C:3]1[CH:8]=[CH:7][CH:6]=[CH:5][C:4]=1[S:9][C:10]1[CH:15]=[CH:14][C:13](/[CH:16]=[CH:17]/[C:18]([N:20]2[CH2:31][CH2:30][C:23]3([NH:27]C(=O)N[C:24]3=[O:29])[CH2:22][CH2:21]2)=[O:19])=[C:12]([Cl:32])[C:11]=1[Cl:33].[O:34](C(OC(C)(C)C)=O)C(OC(C)(C)C)=O.C(N(CC)CC)C.[OH-].[Na+]. The catalyst is COCCOC.CN(C1C=CN=CC=1)C.O. The product is [CH3:1][O:2][C:3]1[CH:8]=[CH:7][CH:6]=[CH:5][C:4]=1[S:9][C:10]1[CH:15]=[CH:14][C:13](/[CH:16]=[CH:17]/[C:18]([N:20]2[CH2:31][CH2:30][C:23]([NH2:27])([C:24]([OH:34])=[O:29])[CH2:22][CH2:21]2)=[O:19])=[C:12]([Cl:32])[C:11]=1[Cl:33]. The yield is 0.450. (2) The reactants are [OH:1][C:2]1[CH:9]=[CH:8][C:5]([CH:6]=[O:7])=[CH:4][C:3]=1[O:10][CH3:11].C(=O)([O-])[O-].[K+].[K+].Cl[CH2:19][C:20]1[CH:25]=[CH:24][C:23]([O:26][CH3:27])=[CH:22][CH:21]=1.O. The catalyst is CN(C=O)C. The product is [CH3:11][O:10][C:3]1[CH:4]=[C:5]([CH:8]=[CH:9][C:2]=1[O:1][CH2:19][C:20]1[CH:25]=[CH:24][C:23]([O:26][CH3:27])=[CH:22][CH:21]=1)[CH:6]=[O:7]. The yield is 0.950.